Dataset: Forward reaction prediction with 1.9M reactions from USPTO patents (1976-2016). Task: Predict the product of the given reaction. (1) Given the reactants [NH2:1][C:2]1[CH:3]=[C:4]([OH:8])[CH:5]=[CH:6][CH:7]=1.[CH3:9][S:10](Cl)(=[O:12])=[O:11], predict the reaction product. The product is: [OH:8][C:4]1[CH:3]=[C:2]([NH:1][S:10]([CH3:9])(=[O:12])=[O:11])[CH:7]=[CH:6][CH:5]=1. (2) The product is: [Cl:31][C:28]1[CH:29]=[CH:30][C:25]([NH:1][CH2:2][C@@H:3]2[C@H:8]([CH3:9])[CH2:7][CH2:6][CH2:5][N:4]2[C:10]([C:12]2[C:17]([N:18]3[CH:22]=[CH:21][CH:20]=[N:19]3)=[CH:16][CH:15]=[C:14]([CH3:23])[N:13]=2)=[O:11])=[N:26][CH:27]=1. Given the reactants [NH2:1][CH2:2][C@@H:3]1[C@H:8]([CH3:9])[CH2:7][CH2:6][CH2:5][N:4]1[C:10]([C:12]1[C:17]([N:18]2[CH:22]=[CH:21][CH:20]=[N:19]2)=[CH:16][CH:15]=[C:14]([CH3:23])[N:13]=1)=[O:11].Br[C:25]1[CH:30]=[CH:29][C:28]([Cl:31])=[CH:27][N:26]=1, predict the reaction product. (3) The product is: [NH:16]1[CH:17]=[C:13]([CH2:12][CH2:11][C:7]2[CH:6]=[C:5]([NH2:2])[CH:10]=[CH:9][CH:8]=2)[N:14]=[CH:15]1. Given the reactants Cl.[N+:2]([C:5]1[CH:6]=[C:7]([CH:11]=[CH:12][C:13]2[N:14]=[CH:15][NH:16][CH:17]=2)[CH:8]=[CH:9][CH:10]=1)([O-])=O, predict the reaction product. (4) Given the reactants [Cl-:1].[CH3:2][N+:3]([CH3:15])([CH2:7][C:8]1([CH3:14])[CH2:12][O:11][C:10](=[O:13])[NH:9]1)[CH2:4][CH2:5][CH3:6].C(O[Cl:21])CCC, predict the reaction product. The product is: [Cl-:21].[Cl:1][N:9]1[C:8]([CH2:7][N+:3]([CH3:2])([CH3:15])[CH2:4][CH2:5][CH3:6])([CH3:14])[CH2:12][O:11][C:10]1=[O:13]. (5) The product is: [C:25]([O:29][C:30]([C:32]1([CH2:36][NH:37][C:3]([C:5]2[N:6]=[C:7]([C:23]#[N:24])[C:8]3[C:13]([C:14]=2[OH:15])=[CH:12][CH:11]=[C:10]([S:16][C:17]2[CH:18]=[CH:19][CH:20]=[CH:21][CH:22]=2)[CH:9]=3)=[O:4])[CH2:33][CH2:34][CH2:35]1)=[O:31])([CH3:28])([CH3:27])[CH3:26]. Given the reactants CO[C:3]([C:5]1[N:6]=[C:7]([C:23]#[N:24])[C:8]2[C:13]([C:14]=1[OH:15])=[CH:12][CH:11]=[C:10]([S:16][C:17]1[CH:22]=[CH:21][CH:20]=[CH:19][CH:18]=1)[CH:9]=2)=[O:4].[C:25]([O:29][C:30]([C:32]1([CH2:36][NH2:37])[CH2:35][CH2:34][CH2:33]1)=[O:31])([CH3:28])([CH3:27])[CH3:26], predict the reaction product.